Predict which catalyst facilitates the given reaction. From a dataset of Catalyst prediction with 721,799 reactions and 888 catalyst types from USPTO. (1) Reactant: [CH:1]1([NH:4][C:5]2[CH:10]=[C:9]([F:11])[CH:8]=[CH:7][C:6]=2[NH:12][C:13]([C:15]2[CH:16]=[N:17][CH:18]=[C:19]([F:21])[CH:20]=2)=O)[CH2:3][CH2:2]1. Product: [CH:1]1([N:4]2[C:5]3[CH:10]=[C:9]([F:11])[CH:8]=[CH:7][C:6]=3[N:12]=[C:13]2[C:15]2[CH:16]=[N:17][CH:18]=[C:19]([F:21])[CH:20]=2)[CH2:3][CH2:2]1. The catalyst class is: 15. (2) Reactant: ClC(Cl)(Cl)[C:3]([C:5]1[N:14]2[C:8]([CH2:9][N:10]([C:19]([C:21]3[CH:26]=[CH:25][C:24]([C:27]4[CH:32]=[CH:31][CH:30]=[CH:29][C:28]=4[O:33][CH3:34])=[CH:23][CH:22]=3)=[O:20])[C:11]3[CH:18]=[CH:17][CH:16]=[CH:15][C:12]=3[CH2:13]2)=[CH:7][CH:6]=1)=[O:4].[CH3:37][C:38]1[O:42][N:41]=[C:40]([C:43](CN)=O)[CH:39]=1.CS(C)=O.C([N:53](CC)CC)C. Product: [CH3:34][O:33][C:28]1[CH:29]=[CH:30][CH:31]=[CH:32][C:27]=1[C:24]1[CH:25]=[CH:26][C:21]([C:19]([N:10]2[C:11]3[CH:18]=[CH:17][CH:16]=[CH:15][C:12]=3[CH2:13][N:14]3[C:5]([C:3]([NH:53][CH2:43][C:40]4[CH:39]=[C:38]([CH3:37])[O:42][N:41]=4)=[O:4])=[CH:6][CH:7]=[C:8]3[CH2:9]2)=[O:20])=[CH:22][CH:23]=1. The catalyst class is: 10. (3) Reactant: [Cl:1][C:2]1[CH:10]=[C:9]2[C:5]([C:6]([C:15](=[O:20])C(F)(F)F)=[CH:7][N:8]2[CH2:11][CH:12]([CH3:14])[CH3:13])=[CH:4][CH:3]=1.[OH-:21].[Na+]. Product: [Cl:1][C:2]1[CH:10]=[C:9]2[C:5]([C:6]([C:15]([OH:20])=[O:21])=[CH:7][N:8]2[CH2:11][CH:12]([CH3:13])[CH3:14])=[CH:4][CH:3]=1. The catalyst class is: 6. (4) Product: [ClH:27].[S:1]1[C:5]2[CH:6]=[C:7]([CH2:10][CH2:11][O:12][CH2:13][CH2:14][CH2:15][N:16]3[CH2:17][CH:18]([OH:20])[CH2:19]3)[CH:8]=[CH:9][C:4]=2[CH:3]=[CH:2]1. The catalyst class is: 13. Reactant: [S:1]1[C:5]2[CH:6]=[C:7]([CH2:10][CH2:11][O:12][CH2:13][CH2:14][CH2:15][N:16]3[CH2:19][CH:18]([OH:20])[CH2:17]3)[CH:8]=[CH:9][C:4]=2[CH:3]=[CH:2]1.C(OCC)(=O)C.[ClH:27]. (5) Reactant: N[CH2:2][CH2:3][CH2:4][NH2:5].[CH:6]([N:9](CC)C(C)C)(C)C.C(O[C:18]([C:20]1[N:25]2[C:26]([C:29](=[O:34])C(Cl)(Cl)Cl)=[CH:27][N:28]=[C:24]2[CH:23]=[CH:22][CH:21]=1)=[O:19])C.[C:35](O[C:35]([O:37][C:38]([CH3:41])([CH3:40])[CH3:39])=[O:36])([O:37][C:38]([CH3:41])([CH3:40])[CH3:39])=[O:36]. The catalyst class is: 10. Product: [C:38]([O:37][C:35]([NH:5][CH2:4][CH2:3][CH2:2][CH2:6][N:9]1[C:18](=[O:19])[C:20]2[N:25]3[C:26](=[CH:27][N:28]=[C:24]3[CH:23]=[CH:22][CH:21]=2)[C:29]1=[O:34])=[O:36])([CH3:41])([CH3:40])[CH3:39].